From a dataset of Reaction yield outcomes from USPTO patents with 853,638 reactions. Predict the reaction yield, written as a fraction of the theoretical maximum amount of product (1.0 means a 100% yield; for example, 0.34 means a 34% yield). (1) The reactants are [C:1]([O:5][C:6]([NH:8][CH2:9][C:10]1[NH:22][C:13]2=[N:14][CH:15]=[C:16]([C:18]([O:20]C)=[O:19])[CH:17]=[C:12]2[N:11]=1)=[O:7])([CH3:4])([CH3:3])[CH3:2].O.[OH-].[Li+].Cl. The catalyst is CO.O. The product is [C:1]([O:5][C:6]([NH:8][CH2:9][C:10]1[NH:22][C:13]2=[N:14][CH:15]=[C:16]([C:18]([OH:20])=[O:19])[CH:17]=[C:12]2[N:11]=1)=[O:7])([CH3:4])([CH3:2])[CH3:3]. The yield is 0.710. (2) The reactants are [NH2:1][C:2]1[CH:3]=[C:4]([CH:21]=[CH:22][C:23]=1[CH3:24])[O:5][C:6]1[CH:7]=[CH:8][C:9]2[N:10]([CH:12]=[C:13]([NH:15][C:16]([CH:18]3[CH2:20][CH2:19]3)=[O:17])[N:14]=2)[N:11]=1.[Cl:25][C:26]1[CH:34]=[CH:33][C:29]([C:30](O)=[O:31])=[CH:28][C:27]=1[C:35]([F:38])([F:37])[F:36].Cl.CN(C)CCCN=C=NCC.ON1C2C=CC=CC=2N=N1. The catalyst is CN(C)C=O. The product is [Cl:25][C:26]1[CH:34]=[CH:33][C:29]([C:30]([NH:1][C:2]2[CH:3]=[C:4]([O:5][C:6]3[CH:7]=[CH:8][C:9]4[N:10]([CH:12]=[C:13]([NH:15][C:16]([CH:18]5[CH2:20][CH2:19]5)=[O:17])[N:14]=4)[N:11]=3)[CH:21]=[CH:22][C:23]=2[CH3:24])=[O:31])=[CH:28][C:27]=1[C:35]([F:36])([F:37])[F:38]. The yield is 0.630.